From a dataset of Peptide-MHC class II binding affinity with 134,281 pairs from IEDB. Regression. Given a peptide amino acid sequence and an MHC pseudo amino acid sequence, predict their binding affinity value. This is MHC class II binding data. (1) The peptide sequence is FLYANVGEEAEKGED. The MHC is DRB1_0101 with pseudo-sequence DRB1_0101. The binding affinity (normalized) is 0.658. (2) The peptide sequence is YYRYNYAFDLK. The MHC is DRB1_0101 with pseudo-sequence DRB1_0101. The binding affinity (normalized) is 0.603. (3) The peptide sequence is AAATAGTTVYIAFAA. The MHC is HLA-DQA10401-DQB10402 with pseudo-sequence HLA-DQA10401-DQB10402. The binding affinity (normalized) is 0.374. (4) The peptide sequence is IYHKCDNACIGSIRN. The MHC is DRB5_0101 with pseudo-sequence DRB5_0101. The binding affinity (normalized) is 0.168. (5) The peptide sequence is TKQQVFIQSEDPPVL. The MHC is HLA-DQA10102-DQB10602 with pseudo-sequence HLA-DQA10102-DQB10602. The binding affinity (normalized) is 0.133.